This data is from Forward reaction prediction with 1.9M reactions from USPTO patents (1976-2016). The task is: Predict the product of the given reaction. (1) The product is: [F:1][C:2]1[CH:10]=[C:9]2[C:5](=[CH:4][C:3]=1[O:11][CH3:12])[C:6](=[O:8])[NH:21][CH:22]=[CH:23]2. Given the reactants [F:1][C:2]1[CH:10]=[CH:9][C:5]([C:6]([OH:8])=O)=[CH:4][C:3]=1[O:11][CH3:12].CN(C(O[N:21]1N=N[C:23]2C=CC=N[C:22]1=2)=[N+](C)C)C.F[P-](F)(F)(F)(F)F.COC(OC)CN.OS(O)(=O)=O.[OH-].[Na+], predict the reaction product. (2) Given the reactants Br[C:2]1[CH:3]=[N:4][N:5]([C:7]([F:10])([F:9])[F:8])[CH:6]=1.[B:11]1([B:11]2[O:15][C:14]([CH3:17])([CH3:16])[C:13]([CH3:19])([CH3:18])[O:12]2)[O:15][C:14]([CH3:17])([CH3:16])[C:13]([CH3:19])([CH3:18])[O:12]1.C(Cl)Cl.C(O[K])(C)=O, predict the reaction product. The product is: [CH3:18][C:13]1([CH3:19])[C:14]([CH3:17])([CH3:16])[O:15][B:11]([C:2]2[CH:3]=[N:4][N:5]([C:7]([F:10])([F:9])[F:8])[CH:6]=2)[O:12]1. (3) Given the reactants C(OC([NH:8][C@@H:9]1[CH2:14][CH2:13][CH2:12][N:11]([C:15]2[N:16]([CH2:33][C:34]3[CH:39]=[CH:38][CH:37]=[CH:36][C:35]=3[Cl:40])[C:17]3[C:22](=[O:23])[N:21]([CH3:24])[C:20]4=[C:25]([C:28]([O:30][CH3:31])=[O:29])[NH:26][N:27]=[C:19]4[C:18]=3[N:32]=2)[CH2:10]1)=O)(C)(C)C, predict the reaction product. The product is: [ClH:40].[NH2:8][C@@H:9]1[CH2:14][CH2:13][CH2:12][N:11]([C:15]2[N:16]([CH2:33][C:34]3[CH:39]=[CH:38][CH:37]=[CH:36][C:35]=3[Cl:40])[C:17]3[C:22](=[O:23])[N:21]([CH3:24])[C:20]4=[C:25]([C:28]([O:30][CH3:31])=[O:29])[NH:26][N:27]=[C:19]4[C:18]=3[N:32]=2)[CH2:10]1. (4) Given the reactants [CH:1]1([NH2:6])[CH2:5][CH2:4][CH2:3][CH2:2]1.Cl[C:8]1[C:13]([N+:14]([O-:16])=[O:15])=[CH:12][CH:11]=[CH:10][N:9]=1, predict the reaction product. The product is: [CH:1]1([NH:6][C:8]2[C:13]([N+:14]([O-:16])=[O:15])=[CH:12][CH:11]=[CH:10][N:9]=2)[CH2:5][CH2:4][CH2:3][CH2:2]1.